Dataset: Forward reaction prediction with 1.9M reactions from USPTO patents (1976-2016). Task: Predict the product of the given reaction. (1) Given the reactants Br[C:2]1[CH:3]=[C:4]([CH:30]=[CH:31][CH:32]=1)[CH2:5][N:6]1[C:14]2[C:9](=[C:10]([F:16])[CH:11]=[C:12]([F:15])[CH:13]=2)[C:8]([S:17]([CH2:20][C:21]([NH:23][C:24]2[CH:29]=[CH:28][CH:27]=[CH:26][N:25]=2)=[O:22])(=[O:19])=[O:18])=[CH:7]1.[N-:33]=[N+:34]=[N-:35].[Na+].O=[C:38]1O[C@H]([C@H](CO)O)C([O-])=[C:39]1O.[Na+], predict the reaction product. The product is: [N:33]1([C:2]2[CH:3]=[C:4]([CH:30]=[CH:31][CH:32]=2)[CH2:5][N:6]2[C:14]3[C:9](=[C:10]([F:16])[CH:11]=[C:12]([F:15])[CH:13]=3)[C:8]([S:17]([CH2:20][C:21]([NH:23][C:24]3[CH:29]=[CH:28][CH:27]=[CH:26][N:25]=3)=[O:22])(=[O:19])=[O:18])=[CH:7]2)[CH:39]=[CH:38][N:35]=[N:34]1.[N:33]([C:2]1[CH:3]=[C:4]([CH:30]=[CH:31][CH:32]=1)[CH2:5][N:6]1[C:14]2[C:9](=[C:10]([F:16])[CH:11]=[C:12]([F:15])[CH:13]=2)[C:8]([S:17]([CH2:20][C:21]([NH:23][C:24]2[CH:29]=[CH:28][CH:27]=[CH:26][N:25]=2)=[O:22])(=[O:19])=[O:18])=[CH:7]1)=[N+:34]=[N-:35]. (2) Given the reactants Br[C:2]1[NH:3][C:4]2[C:9]([CH:10]=1)=[CH:8][CH:7]=[CH:6][CH:5]=2.COB([O:16][CH3:17])OC.[C:18]1([CH3:25])[CH:23]=[CH:22][C:21](P)=CC=1.Br[C:27]1[CH:32]=[CH:31][CH:30]=[CH:29][N:28]=1.[C:33](=[O:36])([O-])[O-].[K+].[K+].[CH2:39]1COCC1, predict the reaction product. The product is: [CH:21]1([N:3]2[C:4]3[C:9](=[CH:8][C:7]([C:33]([O:16][CH3:17])=[O:36])=[CH:6][CH:5]=3)[C:10]([CH3:39])=[C:2]2[C:27]2[CH:32]=[CH:31][CH:30]=[CH:29][N:28]=2)[CH2:22][CH2:23][CH2:18][CH2:25]1. (3) Given the reactants [Br:1][C:2]1[CH:7]=[C:6]([S:8]([CH2:11][CH2:12]C)(=[O:10])=[O:9])[CH:5]=[CH:4][C:3]=1[F:14].F[C:16]1C=CC(S(C(C)C)(=O)=O)=CC=1, predict the reaction product. The product is: [Br:1][C:2]1[CH:7]=[C:6]([S:8]([CH:11]([CH3:12])[CH3:16])(=[O:9])=[O:10])[CH:5]=[CH:4][C:3]=1[F:14]. (4) Given the reactants N[C:2]1[C:3]([Cl:9])=[N:4][CH:5]=[CH:6][C:7]=1[CH3:8].[BrH:10].N([O-])=O.[Na+].BrBr, predict the reaction product. The product is: [Br:10][C:2]1[C:3]([Cl:9])=[N:4][CH:5]=[CH:6][C:7]=1[CH3:8]. (5) The product is: [NH2:10][C:11]1[CH:12]=[C:13]([NH:14][C:2]2[N:7]=[C:6]([NH:14][C:13]3[CH:15]=[CH:16][C:17]([CH3:18])=[C:11]([NH2:10])[CH:12]=3)[C:5]([F:9])=[CH:4][N:3]=2)[CH:15]=[CH:16][C:17]=1[CH3:18]. Given the reactants Cl[C:2]1[N:7]=[C:6](Cl)[C:5]([F:9])=[CH:4][N:3]=1.[NH2:10][C:11]1[CH:12]=[C:13]([CH:15]=[CH:16][C:17]=1[CH3:18])[NH2:14], predict the reaction product. (6) The product is: [CH3:25][N:26]1[C:4]([CH2:3][O:2][CH3:1])=[N:29][N:28]=[C:27]1[SH:30]. Given the reactants [CH3:1][O:2][CH2:3][C:4](O)=O.C(N1C=CN=C1)(N1C=CN=C1)=O.N1C=CC=CC=1.[CH3:25][NH:26][C:27](=[S:30])[NH:28][NH2:29], predict the reaction product. (7) The product is: [F:1][C:2]([F:7])([F:6])[C:3]([OH:5])=[O:4].[CH2:63]([NH:65][C:66](=[O:112])[NH:8][CH:9]1[CH2:14][CH2:13][CH:12]([NH:15][C:16]([C:18]2[N:26]=[C:25]3[C:21]([N:22]=[CH:23][N:24]3[C@@H:27]3[CH2:31][C@H:30]([N:32]4[CH:36]=[C:35]([CH2:37][OH:38])[CH:34]=[N:33]4)[CH:29]([OH:39])[CH:28]3[OH:40])=[C:20]([NH:41][CH2:42][CH:43]([C:50]3[CH:55]=[CH:54][CH:53]=[CH:52][CH:51]=3)[C:44]3[CH:45]=[CH:46][CH:47]=[CH:48][CH:49]=3)[N:19]=2)=[O:17])[CH2:11][CH2:10]1)[CH3:64]. Given the reactants [F:1][C:2]([F:7])([F:6])[C:3]([OH:5])=[O:4].[NH2:8][CH:9]1[CH2:14][CH2:13][CH:12]([NH:15][C:16]([C:18]2[N:26]=[C:25]3[C:21]([N:22]=[CH:23][N:24]3[C@@H:27]3[CH2:31][C@H:30]([N:32]4[CH:36]=[C:35]([CH2:37][OH:38])[CH:34]=[N:33]4)[C@@H:29]([OH:39])[C@H:28]3[OH:40])=[C:20]([NH:41][CH2:42][CH:43]([C:50]3[CH:55]=[CH:54][CH:53]=[CH:52][CH:51]=3)[C:44]3[CH:49]=[CH:48][CH:47]=[CH:46][CH:45]=3)[N:19]=2)=[O:17])[CH2:11][CH2:10]1.FC(F)(F)C(O)=O.[CH2:63]([NH:65][C:66](=[O:112])NC[CH2:64][CH2:63][NH:65][C:66](C1N=C2C(N=CN2[C@@H]2C[C@H](N3C=C(CO)C=N3)[C@@H](O)[C@H]2O)=C(NCC(C2C=CC=CC=2)C2C=CC=CC=2)N=1)=[O:112])[CH3:64], predict the reaction product. (8) Given the reactants C([O:8][C:9]([CH:11]1[CH2:15][CH2:14][CH2:13][N:12]1[CH2:16][CH2:17][CH3:18])=[O:10])C1C=CC=CC=1, predict the reaction product. The product is: [CH2:16]([N:12]1[CH2:13][CH2:14][CH2:15][C@H:11]1[C:9]([OH:10])=[O:8])[CH2:17][CH3:18]. (9) Given the reactants Br[C:2]1[C:6]2[CH:7]=[CH:8][CH:9]=[CH:10][C:5]=2[S:4][CH:3]=1.[CH3:11][O:12][C:13]1[CH:18]=[CH:17][CH:16]=[CH:15][C:14]=1[N:19]1[CH2:24][CH2:23][N:22]([CH:25]2[CH2:30][CH2:29][NH:28][CH2:27][CH2:26]2)[CH2:21][CH2:20]1.CC(C)([O-])C.[Na+].C1(P(C2CCCCC2)C2C=CC=CC=2C2C=CC=CC=2N(C)C)CCCCC1, predict the reaction product. The product is: [S:4]1[C:5]2[CH:10]=[CH:9][CH:8]=[CH:7][C:6]=2[C:2]([N:28]2[CH2:27][CH2:26][CH:25]([N:22]3[CH2:23][CH2:24][N:19]([C:14]4[CH:15]=[CH:16][CH:17]=[CH:18][C:13]=4[O:12][CH3:11])[CH2:20][CH2:21]3)[CH2:30][CH2:29]2)=[CH:3]1.